Dataset: Reaction yield outcomes from USPTO patents with 853,638 reactions. Task: Predict the reaction yield, written as a fraction of the theoretical maximum amount of product (1.0 means a 100% yield; for example, 0.34 means a 34% yield). (1) The reactants are [N:1]1[CH:6]=[CH:5][CH:4]=[C:3]([N:7]2[CH2:13][C@@H:12]3[C@@H:9]([CH2:10][N:11]3C(OC(C)(C)C)=O)[CH2:8]2)[CH:2]=1.O.[CH3:22][C:23]1[CH:28]=[CH:27][C:26]([S:29]([OH:32])(=[O:31])=[O:30])=[CH:25][CH:24]=1. The catalyst is C(O)C. The product is [CH3:22][C:23]1[CH:24]=[CH:25][C:26]([S:29]([OH:32])(=[O:31])=[O:30])=[CH:27][CH:28]=1.[CH3:22][C:23]1[CH:24]=[CH:25][C:26]([S:29]([OH:32])(=[O:31])=[O:30])=[CH:27][CH:28]=1.[N:1]1[CH:6]=[CH:5][CH:4]=[C:3]([N:7]2[CH2:13][C@@H:12]3[C@@H:9]([CH2:10][NH:11]3)[CH2:8]2)[CH:2]=1. The yield is 0.860. (2) The reactants are [C:1]([O:5][C:6]([N:8]1[CH2:13][CH2:12][C:11](=O)[C:10]([F:16])([F:15])[CH2:9]1)=[O:7])([CH3:4])([CH3:3])[CH3:2].[CH2:17]([NH2:24])[C:18]1[CH:23]=[CH:22][CH:21]=[CH:20][CH:19]=1.C(O[BH-](OC(=O)C)OC(=O)C)(=O)C.[Na+].[C@H](O)(C([O-])=O)[C@@H](O)C([O-])=O.[Na+].[K+]. The catalyst is ClCCl. The product is [C:1]([O:5][C:6]([N:8]1[CH2:13][CH2:12][CH:11]([NH:24][CH2:17][C:18]2[CH:23]=[CH:22][CH:21]=[CH:20][CH:19]=2)[C:10]([F:16])([F:15])[CH2:9]1)=[O:7])([CH3:4])([CH3:3])[CH3:2]. The yield is 0.320.